Task: Predict the product of the given reaction.. Dataset: Forward reaction prediction with 1.9M reactions from USPTO patents (1976-2016) (1) Given the reactants [CH:1]1([NH:4][C:5]([NH:7][C:8]2[C:9]([C:13]3[NH:17][C:16]4[CH:18]=[CH:19][C:20]([CH2:22][N:23]5[CH2:28][CH2:27][O:26][CH2:25][CH2:24]5)=[CH:21][C:15]=4[N:14]=3)=[N:10][NH:11][CH:12]=2)=[O:6])[CH2:3][CH2:2]1.CC(O)C.[C:33]([OH:38])(=[O:37])[C@H:34]([CH3:36])[OH:35], predict the reaction product. The product is: [C:33]([OH:38])(=[O:37])[C@H:34]([CH3:36])[OH:35].[CH:1]1([NH:4][C:5]([NH:7][C:8]2[C:9]([C:13]3[NH:17][C:16]4[CH:18]=[CH:19][C:20]([CH2:22][N:23]5[CH2:24][CH2:25][O:26][CH2:27][CH2:28]5)=[CH:21][C:15]=4[N:14]=3)=[N:10][NH:11][CH:12]=2)=[O:6])[CH2:3][CH2:2]1. (2) Given the reactants [NH2:1][C:2]1[C:7]([NH2:8])=[C:6]([NH:9][C@@H:10]2[C@@H:15]3[CH2:16][C@@H:12]([CH:13]=[CH:14]3)[C@@H:11]2[C:17]([NH2:19])=[O:18])[C:5]([Cl:20])=[CH:4][N:3]=1.[CH3:21][O:22][C:23]1[C:28]([CH:29]=O)=[CH:27][CH:26]=[CH:25][N:24]=1.C([O-])(=O)C.[NH4+], predict the reaction product. The product is: [Cl:20][C:5]1[C:6]([NH:9][C@@H:10]2[C@@H:15]3[CH2:16][C@@H:12]([CH:13]=[CH:14]3)[C@@H:11]2[C:17]([NH2:19])=[O:18])=[C:7]2[N:8]=[C:29]([C:28]3[C:23]([O:22][CH3:21])=[N:24][CH:25]=[CH:26][CH:27]=3)[NH:1][C:2]2=[N:3][CH:4]=1. (3) Given the reactants C([O:9][CH2:10][CH2:11][N:12]1[C:20]2[C:19](Cl)=[N:18][CH:17]=[N:16][C:15]=2[CH:14]=[CH:13]1)(=O)C1C=CC=CC=1.[NH2:22][C:23]1[CH:43]=[CH:42][C:26]([O:27][C:28]2[CH:29]=[N:30][C:31]([CH3:41])=[C:32]([CH:40]=2)[C:33]([NH:35][C:36]([CH3:39])([CH3:38])[CH3:37])=[O:34])=[C:25]([Cl:44])[CH:24]=1.C(=O)([O-])O.[Na+], predict the reaction product. The product is: [C:36]([NH:35][C:33](=[O:34])[C:32]1[CH:40]=[C:28]([O:27][C:26]2[CH:42]=[CH:43][C:23]([NH:22][C:19]3[C:20]4[N:12]([CH2:11][CH2:10][OH:9])[CH:13]=[CH:14][C:15]=4[N:16]=[CH:17][N:18]=3)=[CH:24][C:25]=2[Cl:44])[CH:29]=[N:30][C:31]=1[CH3:41])([CH3:39])([CH3:38])[CH3:37].